This data is from Retrosynthesis with 50K atom-mapped reactions and 10 reaction types from USPTO. The task is: Predict the reactants needed to synthesize the given product. (1) The reactants are: CCOC(=O)Cl.Nn1cccc1C(=O)c1ccccc1Cl. Given the product CCOC(=O)Nn1cccc1C(=O)c1ccccc1Cl, predict the reactants needed to synthesize it. (2) The reactants are: NC1CC1.O=C(Nc1ccncc1F)c1cnc2c(Br)cc(Cl)nn12. Given the product O=C(Nc1ccncc1F)c1cnc2c(NC3CC3)cc(Cl)nn12, predict the reactants needed to synthesize it. (3) Given the product O=C(NCc1ccc(F)cc1)c1ccc(S(=O)(=O)n2cc(-c3ccccc3)c3ccccc32)cc1, predict the reactants needed to synthesize it. The reactants are: NCc1ccc(F)cc1.O=C(O)c1ccc(S(=O)(=O)n2cc(-c3ccccc3)c3ccccc32)cc1. (4) Given the product COC(=O)C(C)Oc1ncccc1O, predict the reactants needed to synthesize it. The reactants are: COC(=O)C(C)Oc1ncccc1OC(C)=O.